This data is from Full USPTO retrosynthesis dataset with 1.9M reactions from patents (1976-2016). The task is: Predict the reactants needed to synthesize the given product. (1) Given the product [Cl:1][C:2]1[CH:3]=[C:4]([C:10]2[C:11]([CH3:26])=[N:12][N:13]([CH2:16][C:17]3[CH:18]=[CH:19][C:20]([C:23]4[S:25][CH:28]=[C:29]([CH3:30])[N:24]=4)=[CH:21][CH:22]=3)[C:14]=2[CH3:15])[CH:5]=[CH:6][C:7]=1[C:8]#[N:9], predict the reactants needed to synthesize it. The reactants are: [Cl:1][C:2]1[CH:3]=[C:4]([C:10]2[C:11]([CH3:26])=[N:12][N:13]([CH2:16][C:17]3[CH:22]=[CH:21][C:20]([C:23](=[S:25])[NH2:24])=[CH:19][CH:18]=3)[C:14]=2[CH3:15])[CH:5]=[CH:6][C:7]=1[C:8]#[N:9].Br[CH2:28][C:29](=O)[CH3:30].O. (2) Given the product [Cl:15][C:16]1[C:22]([Cl:23])=[CH:21][CH:20]=[CH:19][C:17]=1[NH:18][C:9](=[O:11])[C:8]1[CH:7]=[C:6]([CH:5]=[CH:4][C:3]=1[O:2][CH3:1])[C:12]([NH2:14])=[O:13], predict the reactants needed to synthesize it. The reactants are: [CH3:1][O:2][C:3]1[C:8]([C:9]([OH:11])=O)=[CH:7][C:6]([C:12]([NH2:14])=[O:13])=[CH:5][CH:4]=1.[Cl:15][C:16]1[C:22]([Cl:23])=[CH:21][CH:20]=[CH:19][C:17]=1[NH2:18].